Regression/Classification. Given a drug SMILES string, predict its absorption, distribution, metabolism, or excretion properties. Task type varies by dataset: regression for continuous measurements (e.g., permeability, clearance, half-life) or binary classification for categorical outcomes (e.g., BBB penetration, CYP inhibition). For this dataset (half_life_obach), we predict log10(half-life) (log10 of half-life in hours). From a dataset of Drug half-life prediction data from Obach et al.. The molecule is O=C(O)Cc1ccccc1Nc1c(Cl)cccc1Cl. The log10(half-life) is 0.150.